Dataset: TCR-epitope binding with 47,182 pairs between 192 epitopes and 23,139 TCRs. Task: Binary Classification. Given a T-cell receptor sequence (or CDR3 region) and an epitope sequence, predict whether binding occurs between them. (1) The epitope is TPRVTGGGAM. The TCR CDR3 sequence is CASSQDQVSSYNSPLHF. Result: 0 (the TCR does not bind to the epitope). (2) The epitope is NLDSKVGGNY. The TCR CDR3 sequence is CSVDLANTEAFF. Result: 0 (the TCR does not bind to the epitope). (3) Result: 0 (the TCR does not bind to the epitope). The TCR CDR3 sequence is CSAKDRLAYSYEQYF. The epitope is ALLADKFPV. (4) The epitope is KAYNVTQAF. The TCR CDR3 sequence is CASSRGTGEVNEQFF. Result: 1 (the TCR binds to the epitope).